From a dataset of NCI-60 drug combinations with 297,098 pairs across 59 cell lines. Regression. Given two drug SMILES strings and cell line genomic features, predict the synergy score measuring deviation from expected non-interaction effect. (1) Drug 1: CC1=CC2C(CCC3(C2CCC3(C(=O)C)OC(=O)C)C)C4(C1=CC(=O)CC4)C. Drug 2: CCCCC(=O)OCC(=O)C1(CC(C2=C(C1)C(=C3C(=C2O)C(=O)C4=C(C3=O)C=CC=C4OC)O)OC5CC(C(C(O5)C)O)NC(=O)C(F)(F)F)O. Cell line: KM12. Synergy scores: CSS=1.75, Synergy_ZIP=-0.788, Synergy_Bliss=-1.32, Synergy_Loewe=-6.02, Synergy_HSA=-0.418. (2) Drug 1: CC1=C(C=C(C=C1)NC2=NC=CC(=N2)N(C)C3=CC4=NN(C(=C4C=C3)C)C)S(=O)(=O)N.Cl. Drug 2: CC1CCCC2(C(O2)CC(NC(=O)CC(C(C(=O)C(C1O)C)(C)C)O)C(=CC3=CSC(=N3)C)C)C. Cell line: HCT-15. Synergy scores: CSS=1.11, Synergy_ZIP=1.48, Synergy_Bliss=2.70, Synergy_Loewe=-0.700, Synergy_HSA=-0.0117. (3) Drug 1: COC1=CC(=CC(=C1O)OC)C2C3C(COC3=O)C(C4=CC5=C(C=C24)OCO5)OC6C(C(C7C(O6)COC(O7)C8=CC=CS8)O)O. Drug 2: CCC1=C2CN3C(=CC4=C(C3=O)COC(=O)C4(CC)O)C2=NC5=C1C=C(C=C5)O. Cell line: SK-MEL-28. Synergy scores: CSS=9.02, Synergy_ZIP=-5.39, Synergy_Bliss=2.45, Synergy_Loewe=-4.60, Synergy_HSA=3.07. (4) Drug 1: CC12CCC(CC1=CCC3C2CCC4(C3CC=C4C5=CN=CC=C5)C)O. Drug 2: C1CCN(CC1)CCOC2=CC=C(C=C2)C(=O)C3=C(SC4=C3C=CC(=C4)O)C5=CC=C(C=C5)O. Cell line: PC-3. Synergy scores: CSS=8.04, Synergy_ZIP=-1.04, Synergy_Bliss=2.48, Synergy_Loewe=2.52, Synergy_HSA=2.50. (5) Synergy scores: CSS=7.51, Synergy_ZIP=-2.03, Synergy_Bliss=1.02, Synergy_Loewe=1.56, Synergy_HSA=1.85. Drug 2: C1CCN(CC1)CCOC2=CC=C(C=C2)C(=O)C3=C(SC4=C3C=CC(=C4)O)C5=CC=C(C=C5)O. Cell line: SF-539. Drug 1: C1CCC(C1)C(CC#N)N2C=C(C=N2)C3=C4C=CNC4=NC=N3. (6) Drug 1: C1=CC(=CC=C1CCC2=CNC3=C2C(=O)NC(=N3)N)C(=O)NC(CCC(=O)O)C(=O)O. Drug 2: CCC1=CC2CC(C3=C(CN(C2)C1)C4=CC=CC=C4N3)(C5=C(C=C6C(=C5)C78CCN9C7C(C=CC9)(C(C(C8N6C)(C(=O)OC)O)OC(=O)C)CC)OC)C(=O)OC.C(C(C(=O)O)O)(C(=O)O)O. Cell line: OVCAR3. Synergy scores: CSS=60.1, Synergy_ZIP=-8.26, Synergy_Bliss=-13.6, Synergy_Loewe=-13.4, Synergy_HSA=-9.84. (7) Drug 1: CS(=O)(=O)C1=CC(=C(C=C1)C(=O)NC2=CC(=C(C=C2)Cl)C3=CC=CC=N3)Cl. Drug 2: CC1C(C(CC(O1)OC2CC(CC3=C2C(=C4C(=C3O)C(=O)C5=CC=CC=C5C4=O)O)(C(=O)C)O)N)O. Synergy scores: CSS=41.2, Synergy_ZIP=-3.53, Synergy_Bliss=-3.93, Synergy_Loewe=-2.03, Synergy_HSA=-1.08. Cell line: RPMI-8226. (8) Drug 1: CC1=C2C(C(=O)C3(C(CC4C(C3C(C(C2(C)C)(CC1OC(=O)C(C(C5=CC=CC=C5)NC(=O)OC(C)(C)C)O)O)OC(=O)C6=CC=CC=C6)(CO4)OC(=O)C)OC)C)OC. Drug 2: CC1=C(C=C(C=C1)NC(=O)C2=CC=C(C=C2)CN3CCN(CC3)C)NC4=NC=CC(=N4)C5=CN=CC=C5. Cell line: SNB-75. Synergy scores: CSS=28.4, Synergy_ZIP=-0.969, Synergy_Bliss=-0.664, Synergy_Loewe=-38.2, Synergy_HSA=-0.737.